From a dataset of Catalyst prediction with 721,799 reactions and 888 catalyst types from USPTO. Predict which catalyst facilitates the given reaction. (1) Reactant: [C:1]1([CH2:17][O:18][CH2:19][CH2:20][CH2:21][CH2:22][CH2:23][CH2:24][NH2:25])[C:14]2[C:15]3=[C:16]4[C:11](=[CH:12][CH:13]=2)[CH:10]=[CH:9][CH:8]=[C:7]4[CH:6]=[CH:5][C:4]3=[CH:3][CH:2]=1.[N:26]([CH2:29][CH2:30][CH2:31][CH2:32][CH2:33][CH2:34][CH2:35][CH2:36][CH2:37][CH2:38][CH2:39][CH2:40][N:41]=[C:42]=[O:43])=[C:27]=[O:28]. Product: [CH2:40]([NH:41][C:42]([NH:25][CH2:24][CH2:23][CH2:22][CH2:21][CH2:20][CH2:19][O:18][CH2:17][C:1]1[C:14]2[C:15]3=[C:16]4[C:11](=[CH:12][CH:13]=2)[CH:10]=[CH:9][CH:8]=[C:7]4[CH:6]=[CH:5][C:4]3=[CH:3][CH:2]=1)=[O:43])[CH2:39][CH2:38][CH2:37][CH2:36][CH2:35][CH2:34][CH2:33][CH2:32][CH2:31][CH2:30][CH2:29][NH:26][C:27]([NH:25][CH2:24][CH2:23][CH2:22][CH2:21][CH2:20][CH2:19][O:18][CH2:17][C:1]1[C:14]2[C:15]3=[C:16]4[C:11](=[CH:12][CH:13]=2)[CH:10]=[CH:9][CH:8]=[C:7]4[CH:6]=[CH:5][C:4]3=[CH:3][CH:2]=1)=[O:28]. The catalyst class is: 262. (2) Reactant: [OH:1][C:2]1[C:7]([CH:8]=O)=[CH:6][CH:5]=[CH:4][C:3]=1[C:10]1[C:15]([CH3:16])=[CH:14][CH:13]=[CH:12][C:11]=1[CH3:17].[NH2:18][C:19]1[CH:32]=[CH:31][C:22]2[C@H:23]([CH2:26][C:27]([O:29][CH3:30])=[O:28])[CH2:24][O:25][C:21]=2[CH:20]=1.C(O)(=O)C.C(O[BH-](OC(=O)C)OC(=O)C)(=O)C.[Na+].[Cl-].[NH4+]. Product: [OH:1][C:2]1[C:7]([CH2:8][NH:18][C:19]2[CH:32]=[CH:31][C:22]3[C@H:23]([CH2:26][C:27]([O:29][CH3:30])=[O:28])[CH2:24][O:25][C:21]=3[CH:20]=2)=[CH:6][CH:5]=[CH:4][C:3]=1[C:10]1[C:15]([CH3:16])=[CH:14][CH:13]=[CH:12][C:11]=1[CH3:17]. The catalyst class is: 47. (3) Reactant: [H-].[Li+].[Al+3].[H-].[H-].[H-].[C:7]([NH:10][CH2:11][C:12]1[CH:21]=[CH:20][C:15]([C:16](OC)=[O:17])=[CH:14][CH:13]=1)(=[O:9])[CH3:8].S([O-])([O-])(=O)=O.[Na+].[Na+]. Product: [OH:17][CH2:16][C:15]1[CH:20]=[CH:21][C:12]([CH2:11][NH:10][C:7](=[O:9])[CH3:8])=[CH:13][CH:14]=1. The catalyst class is: 7. (4) Reactant: [CH3:1][O:2][C:3](=[O:40])[NH:4][CH:5]([C:9]([N:11]1[CH2:15][CH2:14][CH2:13][CH:12]1[C:16]1[NH:17][C:18]([C:21]2[CH:30]=[CH:29][C:28]3[C:23](=[CH:24][CH:25]=[C:26](B4OC(C)(C)C(C)(C)O4)[CH:27]=3)[CH:22]=2)=[CH:19][N:20]=1)=[O:10])[CH:6]([CH3:8])[CH3:7].[C:41]([O:45][C:46]([N:48]1[CH:53]([C:54]2[NH:55][C:56]([C:59]3[CH:64]=[CH:63][C:62](Br)=[CH:61][CH:60]=3)=[CH:57][N:58]=2)[CH:52]2[CH2:66][CH:49]1[CH2:50][CH2:51]2)=[O:47])([CH3:44])([CH3:43])[CH3:42].C([O-])([O-])=O.[K+].[K+].N#N. Product: [C:41]([O:45][C:46]([N:48]1[CH:53]([C:54]2[NH:55][C:56]([C:59]3[CH:64]=[CH:63][C:62]([C:26]4[CH:25]=[CH:24][C:23]5[C:28](=[CH:29][CH:30]=[C:21]([C:18]6[NH:17][C:16]([CH:12]7[CH2:13][CH2:14][CH2:15][N:11]7[C:9](=[O:10])[CH:5]([NH:4][C:3]([O:2][CH3:1])=[O:40])[CH:6]([CH3:7])[CH3:8])=[N:20][CH:19]=6)[CH:22]=5)[CH:27]=4)=[CH:61][CH:60]=3)=[CH:57][N:58]=2)[CH:52]2[CH2:66][CH:49]1[CH2:50][CH2:51]2)=[O:47])([CH3:44])([CH3:42])[CH3:43]. The catalyst class is: 104. (5) Reactant: Cl.[CH3:2][NH:3][C:4](=[O:12])[C@H:5]([C:8](=[O:11])[O:9][CH3:10])[NH:6][CH3:7].CN(C(ON1N=NC2C=CC=NC1=2)=[N+](C)C)C.F[P-](F)(F)(F)(F)F.CCN(C(C)C)C(C)C.[CH3:46][O:47][CH2:48][C:49]1[CH:54]=[CH:53][C:52]([C:55]2[CH:60]=[CH:59][C:58]([C:61]([OH:63])=O)=[CH:57][CH:56]=2)=[CH:51][CH:50]=1. Product: [CH3:46][O:47][CH2:48][C:49]1[CH:50]=[CH:51][C:52]([C:55]2[CH:56]=[CH:57][C:58]([C:61](=[O:63])[N:6]([CH:5]([C:4]([NH:3][CH3:2])=[O:12])[C:8]([O:9][CH3:10])=[O:11])[CH3:7])=[CH:59][CH:60]=2)=[CH:53][CH:54]=1. The catalyst class is: 650.